Dataset: Reaction yield outcomes from USPTO patents with 853,638 reactions. Task: Predict the reaction yield, written as a fraction of the theoretical maximum amount of product (1.0 means a 100% yield; for example, 0.34 means a 34% yield). (1) The reactants are [CH3:1][S:2][C:3]1[NH:4][CH:5]=[C:6]([CH2:10][C:11]2[CH:12]=[N:13][CH:14]=[N:15][CH:16]=2)[C:7](=[O:9])[N:8]=1.[CH3:17]I. The catalyst is C1COCC1.[H-].[Na+]. The product is [CH3:17][N:4]1[CH:5]=[C:6]([CH2:10][C:11]2[CH:12]=[N:13][CH:14]=[N:15][CH:16]=2)[C:7](=[O:9])[N:8]=[C:3]1[S:2][CH3:1]. The yield is 0.474. (2) The reactants are [CH2:1]([O:3][C:4]1[CH:5]=[CH:6][C:7]([N+:11]([O-:13])=O)=[C:8]([CH:10]=1)[NH2:9])[CH3:2].[N:14]#[C:15][NH2:16].[CH]Cl.[OH-].[Na+]. The catalyst is O. The product is [CH2:1]([O:3][C:4]1[CH:5]=[CH:6][C:7]2[N+:11]([O-:13])=[N:14][C:15]([NH2:16])=[N:9][C:8]=2[CH:10]=1)[CH3:2]. The yield is 0.680. (3) The reactants are [CH:1]([C:3]1[CH:4]=[C:5]([CH:9]=[CH:10][CH:11]=1)[C:6]([OH:8])=[O:7])=O.[N:12]1([C:18]([O:20][C:21]([CH3:24])([CH3:23])[CH3:22])=[O:19])[CH2:17][CH2:16][NH:15][CH2:14][CH2:13]1.[BH3-]C#N.[Na+]. The catalyst is CO. The product is [C:21]([O:20][C:18]([N:12]1[CH2:17][CH2:16][N:15]([CH2:1][C:3]2[CH:4]=[C:5]([CH:9]=[CH:10][CH:11]=2)[C:6]([OH:8])=[O:7])[CH2:14][CH2:13]1)=[O:19])([CH3:24])([CH3:22])[CH3:23]. The yield is 0.500. (4) The reactants are [CH2:1]([N:3]([CH2:30][CH3:31])[CH2:4][CH2:5][O:6][C:7]1[CH:8]=[CH:9][C:10]2[C:14]3[CH:15]=[CH:16][C:17]([O:19][CH2:20][CH2:21][N:22]([CH2:25][CH3:26])[CH2:23][CH3:24])=[CH:18][C:13]=3[S:12](=O)(=O)[C:11]=2[CH:29]=1)[CH3:2].[H-].[Al+3].[Li+].[H-].[H-].[H-]. The catalyst is C1COCC1. The product is [CH2:30]([N:3]([CH2:1][CH3:2])[CH2:4][CH2:5][O:6][C:7]1[CH:8]=[CH:9][C:10]2[C:14]3[CH:15]=[CH:16][C:17]([O:19][CH2:20][CH2:21][N:22]([CH2:25][CH3:26])[CH2:23][CH3:24])=[CH:18][C:13]=3[S:12][C:11]=2[CH:29]=1)[CH3:31]. The yield is 0.510. (5) The reactants are [CH2:1]1[C@@H:6]2[CH2:7][CH2:8][CH2:9][N:5]2[CH2:4][C@@H:3]([CH2:10][OH:11])[O:2]1.C(N(CC)CC)C.[CH3:19][S:20](Cl)(=[O:22])=[O:21]. The catalyst is ClCCl. The product is [CH3:19][S:20]([O:11][CH2:10][C@H:3]1[O:2][CH2:1][C@@H:6]2[CH2:7][CH2:8][CH2:9][N:5]2[CH2:4]1)(=[O:22])=[O:21]. The yield is 0.800. (6) The reactants are [N+:1]([CH:4]1[CH2:9][CH2:8][CH2:7][CH2:6][C:5]1=[O:10])([O-])=O.[ClH:11].[H][H]. The catalyst is [Pt].C(O)C. The product is [ClH:11].[NH2:1][CH:4]1[CH2:9][CH2:8][CH2:7][CH2:6][C:5]1=[O:10]. The yield is 0.400. (7) The reactants are [N+:1]([C:4]1[CH:5]=[CH:6][C:7]([NH2:10])=[N:8][CH:9]=1)([O-])=O.C(N(CC)CC)C.CN(C1C=CC=CN=1)C.[C:27](O[C:27]([O:29][C:30]([CH3:33])([CH3:32])[CH3:31])=[O:28])([O:29][C:30]([CH3:33])([CH3:32])[CH3:31])=[O:28].[H][H]. The catalyst is C(#N)C.[Pd]. The product is [NH2:1][C:4]1[CH:5]=[CH:6][C:7]([NH:10][C:27](=[O:28])[O:29][C:30]([CH3:33])([CH3:32])[CH3:31])=[N:8][CH:9]=1. The yield is 0.600.